This data is from Forward reaction prediction with 1.9M reactions from USPTO patents (1976-2016). The task is: Predict the product of the given reaction. (1) Given the reactants [CH2:1]([OH:9])[C:2]([CH2:7][OH:8])([CH2:5][OH:6])[CH2:3][OH:4].[CH3:10][C:11]12[CH2:20][CH2:19][CH2:18][CH2:17][CH:16]1[C:15](=[O:21])[O:14][C:12]2=[O:13].[OH-].[K+], predict the reaction product. The product is: [CH2:1]([OH:9])[C:2]([CH2:7][OH:8])([CH2:5][OH:6])[CH2:3][OH:4].[CH3:10][C:11]12[CH2:20][CH2:19][CH2:18][CH2:17][CH:16]1[C:15](=[O:21])[O:14][C:12]2=[O:13]. (2) Given the reactants [CH2:1]([S:3](Cl)(=[O:5])=[O:4])[CH3:2].[Br:7][C:8]1[CH:9]=[C:10]([CH:12]=[CH:13][C:14]=1[O:15][CH2:16][CH:17]1[CH2:19][CH2:18]1)[NH2:11].N1C=CC=CC=1.Cl, predict the reaction product. The product is: [Br:7][C:8]1[CH:9]=[C:10]([NH:11][S:3]([CH2:1][CH3:2])(=[O:5])=[O:4])[CH:12]=[CH:13][C:14]=1[O:15][CH2:16][CH:17]1[CH2:19][CH2:18]1. (3) Given the reactants Cl.[CH2:2]([O:4][C:5](=[O:8])[CH2:6][NH2:7])[CH3:3].C(N(CC)CC)C.[Br:16][C:17]1[CH:18]=[CH:19][C:20]([CH:23]=O)=[N:21][CH:22]=1.C(O[BH-](OC(=O)C)OC(=O)C)(=O)C.[Na+], predict the reaction product. The product is: [Br:16][C:17]1[CH:18]=[CH:19][C:20]([CH2:23][NH:7][CH2:6][C:5]([O:4][CH2:2][CH3:3])=[O:8])=[N:21][CH:22]=1. (4) Given the reactants [CH3:1][O:2][C:3]1[CH:8]=[CH:7][CH:6]=[C:5]([O:9][CH3:10])[C:4]=1[CH:11]1[N:16]([CH2:17][C:18]2[CH:23]=[CH:22][CH:21]=[C:20]([C:24]3[N:25]=[C:26]([CH3:29])[S:27][CH:28]=3)[CH:19]=2)[C:15](=[O:30])[CH2:14][CH2:13][CH2:12]1.C1C(=O)N([Cl:38])C(=O)C1.O.CCOC(C)=O, predict the reaction product. The product is: [Cl:38][C:8]1[C:3]([O:2][CH3:1])=[C:4]([CH:11]2[N:16]([CH2:17][C:18]3[CH:23]=[CH:22][CH:21]=[C:20]([C:24]4[N:25]=[C:26]([CH3:29])[S:27][CH:28]=4)[CH:19]=3)[C:15](=[O:30])[CH2:14][CH2:13][CH2:12]2)[C:5]([O:9][CH3:10])=[CH:6][CH:7]=1. (5) Given the reactants Br[C:2]1[CH:7]=[CH:6][C:5]([CH2:8][C:9]2[N:10]([S:22]([C:25]3[CH:30]=[CH:29][CH:28]=[C:27]([C:31]([CH3:34])([CH3:33])[CH3:32])[CH:26]=3)(=[O:24])=[O:23])[C:11]3[C:16]([CH:17]=2)=[CH:15][C:14]([C:18]([F:21])([F:20])[F:19])=[CH:13][CH:12]=3)=[C:4]([F:35])[CH:3]=1.F[B-](F)(F)F.C([PH+](C(C)(C)C)C(C)(C)C)(C)(C)C.[C:54](=O)([O-:56])[O-:55].[Na+].[Na+], predict the reaction product. The product is: [CH3:34][C:31]([C:27]1[CH:26]=[C:25]([S:22]([N:10]2[C:11]3[C:16](=[CH:15][C:14]([C:18]([F:21])([F:19])[F:20])=[CH:13][CH:12]=3)[CH:17]=[C:9]2[CH2:8][C:5]2[CH:6]=[CH:7][C:2]([C:54]([OH:56])=[O:55])=[CH:3][C:4]=2[F:35])(=[O:23])=[O:24])[CH:30]=[CH:29][CH:28]=1)([CH3:32])[CH3:33].